From a dataset of Forward reaction prediction with 1.9M reactions from USPTO patents (1976-2016). Predict the product of the given reaction. (1) Given the reactants [CH3:1][O:2][C:3]1[C:8]([O:9][CH3:10])=[CH:7][CH:6]=[CH:5][C:4]=1[C:11]([CH:13]1[CH2:18][CH2:17][N:16]([CH2:19][CH2:20][C:21]2[CH:26]=[CH:25][C:24]([F:27])=[CH:23][CH:22]=2)[CH2:15][CH2:14]1)=[O:12].[BH4-].[Na+], predict the reaction product. The product is: [CH3:1][O:2][C:3]1[C:8]([O:9][CH3:10])=[CH:7][CH:6]=[CH:5][C:4]=1[CH:11]([CH:13]1[CH2:14][CH2:15][N:16]([CH2:19][CH2:20][C:21]2[CH:26]=[CH:25][C:24]([F:27])=[CH:23][CH:22]=2)[CH2:17][CH2:18]1)[OH:12]. (2) Given the reactants [NH2:1][C:2]1[CH:3]=[C:4]([S:14]([NH:17][CH3:18])(=[O:16])=[O:15])[CH:5]=[CH:6][C:7]=1[O:8][CH2:9][C:10]([F:13])([F:12])[F:11].Cl[C:20]1[C:29]2[C:24](=[CH:25][C:26]([O:32][CH2:33][C:34]3[CH:39]=[CH:38][CH:37]=[CH:36][CH:35]=3)=[C:27]([O:30][CH3:31])[CH:28]=2)[N:23]=[CH:22][N:21]=1, predict the reaction product. The product is: [CH3:18][NH:17][S:14]([C:4]1[CH:5]=[CH:6][C:7]([O:8][CH2:9][C:10]([F:11])([F:13])[F:12])=[C:2]([NH:1][C:20]2[C:29]3[C:24](=[CH:25][C:26]([O:32][CH2:33][C:34]4[CH:39]=[CH:38][CH:37]=[CH:36][CH:35]=4)=[C:27]([O:30][CH3:31])[CH:28]=3)[N:23]=[CH:22][N:21]=2)[CH:3]=1)(=[O:15])=[O:16]. (3) Given the reactants [CH3:1][Mg]Br.[Br:4][C:5]1[CH:6]=[C:7]([C:11](=[O:13])[CH3:12])[CH:8]=[N:9][CH:10]=1, predict the reaction product. The product is: [Br:4][C:5]1[CH:6]=[C:7]([C:11]([OH:13])([CH3:1])[CH3:12])[CH:8]=[N:9][CH:10]=1. (4) Given the reactants Br[C:2]1[CH:3]=[C:4]([NH:10][C:11]2[N:16]=[C:15]([O:17][CH2:18][C@@H:19]([NH:21][C:22](=[O:25])[CH:23]=[CH2:24])[CH3:20])[CH:14]=[CH:13][CH:12]=2)[C:5](=[O:9])[N:6]([CH3:8])[CH:7]=1.[C:26]([O:29][CH2:30][C:31]1[C:36](B2OC(C)(C)C(C)(C)O2)=[CH:35][C:34]([F:46])=[CH:33][C:32]=1[N:47]1[C:59](=[O:60])[C:58]2[S:57][C:56]3[CH2:55][CH2:54][CH2:53][CH2:52][C:51]=3[C:50]=2[CH:49]=[N:48]1)(=[O:28])[CH3:27].[O-]P([O-])([O-])=O.[K+].[K+].[K+], predict the reaction product. The product is: [F:46][C:34]1[CH:33]=[C:32]([N:47]2[C:59](=[O:60])[C:58]3[S:57][C:56]4[CH2:55][CH2:54][CH2:53][CH2:52][C:51]=4[C:50]=3[CH:49]=[N:48]2)[C:31]([CH2:30][O:29][C:26](=[O:28])[CH3:27])=[C:36]([C:2]2[CH:3]=[C:4]([NH:10][C:11]3[N:16]=[C:15]([O:17][CH2:18][C@@H:19]([NH:21][C:22](=[O:25])[CH:23]=[CH2:24])[CH3:20])[CH:14]=[CH:13][CH:12]=3)[C:5](=[O:9])[N:6]([CH3:8])[CH:7]=2)[CH:35]=1. (5) Given the reactants Cl[C:2]1[N:7]=[C:6]([NH:8][C:9]2[CH:14]=[CH:13][CH:12]=[CH:11][C:10]=2[CH2:15][CH3:16])[CH:5]=[CH:4][N:3]=1.Cl.[CH3:18][N:19]([CH2:21][CH:22]([OH:32])[CH2:23][O:24][C:25]1[CH:31]=[CH:30][C:28]([NH2:29])=[CH:27][CH:26]=1)[CH3:20], predict the reaction product. The product is: [CH3:20][N:19]([CH2:21][CH:22]([OH:32])[CH2:23][O:24][C:25]1[CH:26]=[CH:27][C:28]([NH:29][C:2]2[N:7]=[C:6]([NH:8][C:9]3[CH:14]=[CH:13][CH:12]=[CH:11][C:10]=3[CH2:15][CH3:16])[CH:5]=[CH:4][N:3]=2)=[CH:30][CH:31]=1)[CH3:18]. (6) The product is: [Cl:19][C:9]1[C:8]([CH3:12])=[C:7]([CH3:13])[N:6]=[C:5]([CH:4]([O:14][CH2:15][CH3:16])[O:3][CH2:1][CH3:2])[N:10]=1. Given the reactants [CH2:1]([O:3][CH:4]([O:14][CH2:15][CH3:16])[C:5]1[N:10]=[C:9](O)[C:8]([CH3:12])=[C:7]([CH3:13])[N:6]=1)[CH3:2].S(Cl)([Cl:19])=O.C(=O)(O)[O-].[Na+], predict the reaction product. (7) Given the reactants [Cl:1][C:2]1[CH:7]=[CH:6][C:5]([C@H:8]([C:18]([N:20]2[CH2:25][CH2:24][N:23]([C:26]3[C:27]4[C@H:34]([CH3:35])[CH2:33][C@H:32]([OH:36])[C:28]=4[N:29]=[CH:30][N:31]=3)[CH2:22][CH2:21]2)=[O:19])[CH2:9][NH:10]C(=O)OC(C)(C)C)=[CH:4][C:3]=1[F:37], predict the reaction product. The product is: [ClH:1].[ClH:1].[NH2:10][CH2:9][C@H:8]([C:5]1[CH:6]=[CH:7][C:2]([Cl:1])=[C:3]([F:37])[CH:4]=1)[C:18]([N:20]1[CH2:25][CH2:24][N:23]([C:26]2[C:27]3[C@H:34]([CH3:35])[CH2:33][C@H:32]([OH:36])[C:28]=3[N:29]=[CH:30][N:31]=2)[CH2:22][CH2:21]1)=[O:19]. (8) The product is: [CH3:1][O:2][CH2:3][CH2:4][N:5]([CH3:20])[CH2:6][CH2:7][CH2:8][NH2:9]. Given the reactants [CH3:1][O:2][CH2:3][CH2:4][N:5]([CH3:20])[CH2:6][CH2:7][CH2:8][N:9]1C(=O)C2C(=CC=CC=2)C1=O, predict the reaction product.